Predict the reaction yield, written as a fraction of the theoretical maximum amount of product (1.0 means a 100% yield; for example, 0.34 means a 34% yield). From a dataset of Reaction yield outcomes from USPTO patents with 853,638 reactions. (1) The reactants are [CH:1]1([C:4]([NH:6][C:7]2[N:8]=[C:9]3[CH:14]=[CH:13][C:12]([O:15][C:16]4[CH:21]=[CH:20][C:19]([NH:22]C(=O)OCC5C=CC=CC=5)=[CH:18][CH:17]=4)=[CH:11][N:10]3[CH:33]=2)=[O:5])[CH2:3][CH2:2]1.[OH-].[Ba+2].[OH-].C(O)(=O)CC(CC(O)=O)(C(O)=O)O.C(=O)([O-])O.[Na+]. The catalyst is COCCOC. The product is [NH2:22][C:19]1[CH:20]=[CH:21][C:16]([O:15][C:12]2[CH:13]=[CH:14][C:9]3[N:10]([CH:33]=[C:7]([NH:6][C:4]([CH:1]4[CH2:2][CH2:3]4)=[O:5])[N:8]=3)[CH:11]=2)=[CH:17][CH:18]=1. The yield is 0.640. (2) The reactants are [C:1]([CH:3]([CH2:9][C:10](=O)[C:11]1[CH:16]=[CH:15][CH:14]=[CH:13][CH:12]=1)[C:4]([O:6][CH2:7][CH3:8])=[O:5])#[N:2].[ClH:18]. The catalyst is O1CCCC1. The product is [Cl:18][C:1]1[NH:2][C:10]([C:11]2[CH:16]=[CH:15][CH:14]=[CH:13][CH:12]=2)=[CH:9][C:3]=1[C:4]([O:6][CH2:7][CH3:8])=[O:5]. The yield is 0.790.